Dataset: Peptide-MHC class I binding affinity with 185,985 pairs from IEDB/IMGT. Task: Regression. Given a peptide amino acid sequence and an MHC pseudo amino acid sequence, predict their binding affinity value. This is MHC class I binding data. The peptide sequence is APAKKAAPA. The MHC is HLA-B38:01 with pseudo-sequence HLA-B38:01. The binding affinity (normalized) is 0.0847.